Dataset: Forward reaction prediction with 1.9M reactions from USPTO patents (1976-2016). Task: Predict the product of the given reaction. (1) Given the reactants C(O[C:4]1[CH:16]=[CH:15][CH:14]=[CH:13][C:5]=1[CH:6]=[CH:7][C:8]([O:10][CH2:11][CH3:12])=[O:9])C.[H][H].[CH2:19]([OH:21])[CH3:20], predict the reaction product. The product is: [CH2:19]([O:21][CH:7]([CH2:6][C:5]1[CH:4]=[CH:16][CH:15]=[CH:14][CH:13]=1)[C:8]([O:10][CH2:11][CH3:12])=[O:9])[CH3:20]. (2) Given the reactants [Br:1][C:2]1[CH:3]=[CH:4][C:5]([O:17][CH3:18])=[C:6]([CH:8]([C:10]2[CH:15]=[CH:14][C:13]([Br:16])=[CH:12][CH:11]=2)[OH:9])[CH:7]=1.CC(C)=O.OS(O)(=O)=O.O=[Cr](=O)=O, predict the reaction product. The product is: [Br:1][C:2]1[CH:3]=[CH:4][C:5]([O:17][CH3:18])=[C:6]([C:8]([C:10]2[CH:15]=[CH:14][C:13]([Br:16])=[CH:12][CH:11]=2)=[O:9])[CH:7]=1. (3) Given the reactants [O:1]1[C:5]2[CH2:6][NH:7][CH2:8][CH2:9][CH:10]([OH:11])[C:4]=2[CH:3]=[CH:2]1.[CH2:12]([O:19][C:20]1[CH:25]=[CH:24][C:23](F)=[C:22]([Cl:27])[C:21]=1[Br:28])[C:13]1[CH:18]=[CH:17][CH:16]=[CH:15][CH:14]=1, predict the reaction product. The product is: [ClH:27].[CH2:12]([O:19][C:20]1[CH:25]=[CH:24][C:23]([O:11][CH:10]2[CH2:9][CH2:8][NH:7][CH2:6][C:5]3[O:1][CH:2]=[CH:3][C:4]2=3)=[C:22]([Cl:27])[C:21]=1[Br:28])[C:13]1[CH:14]=[CH:15][CH:16]=[CH:17][CH:18]=1. (4) Given the reactants [CH2:1]([N:8]1[C:12]2[C:13](=[O:30])[N:14]([CH3:29])[C:15]([C:25]([O:27][CH3:28])=[O:26])=[C:16](OS(C(F)(F)F)(=O)=O)[C:11]=2[CH:10]=[CH:9]1)[C:2]1[CH:7]=[CH:6][CH:5]=[CH:4][CH:3]=1.[Cl:31][C:32]1[CH:37]=[CH:36][C:35](B(O)O)=[CH:34][CH:33]=1.C([O-])([O-])=O.[Na+].[Na+], predict the reaction product. The product is: [CH2:1]([N:8]1[C:12]2[C:13](=[O:30])[N:14]([CH3:29])[C:15]([C:25]([O:27][CH3:28])=[O:26])=[C:16]([C:35]3[CH:36]=[CH:37][C:32]([Cl:31])=[CH:33][CH:34]=3)[C:11]=2[CH:10]=[CH:9]1)[C:2]1[CH:7]=[CH:6][CH:5]=[CH:4][CH:3]=1. (5) Given the reactants [Cl:1][C:2]1[CH:3]=[C:4]([S:20]([NH2:23])(=[O:22])=[O:21])[CH:5]=[C:6]([Cl:19])[C:7]=1[O:8][C:9]1[CH:14]=[CH:13][C:12]([N+:15]([O-:17])=[O:16])=[CH:11][C:10]=1[Cl:18].[OH-].[Na+].[Cl:26][C:27]1[CH:28]=[C:29]([N:34]=[C:35]=[S:36])[CH:30]=[CH:31][C:32]=1[Cl:33].C(O)(=O)C, predict the reaction product. The product is: [Cl:1][C:2]1[CH:3]=[C:4]([S:20]([NH:23][C:35]([NH:34][C:29]2[CH:30]=[CH:31][C:32]([Cl:33])=[C:27]([Cl:26])[CH:28]=2)=[S:36])(=[O:21])=[O:22])[CH:5]=[C:6]([Cl:19])[C:7]=1[O:8][C:9]1[CH:14]=[CH:13][C:12]([N+:15]([O-:17])=[O:16])=[CH:11][C:10]=1[Cl:18]. (6) Given the reactants [C:1]([CH:3]=[C:4]1[CH2:9][CH2:8][N:7]([C:10]2[CH:15]=[CH:14][C:13]([N:16]3[CH2:20][C@H:19]([CH2:21][NH2:22])[O:18][C:17]3=[O:23])=[CH:12][C:11]=2[F:24])[CH2:6][CH2:5]1)#[N:2].[CH2:25](Br)[CH:26]=[CH2:27].C(=O)([O-])[O-].[K+].[K+], predict the reaction product. The product is: [C:1]([CH:3]=[C:4]1[CH2:9][CH2:8][N:7]([C:10]2[CH:15]=[CH:14][C:13]([N:16]3[CH2:20][C@H:19]([CH2:21][NH:22][CH2:27][CH:26]=[CH2:25])[O:18][C:17]3=[O:23])=[CH:12][C:11]=2[F:24])[CH2:6][CH2:5]1)#[N:2].